From a dataset of Forward reaction prediction with 1.9M reactions from USPTO patents (1976-2016). Predict the product of the given reaction. (1) Given the reactants [CH3:1][C:2]1[NH:8][C:7]([NH2:9])=[N:6][C:4](=[O:5])[CH:3]=1.C([N:17]1[CH:21]=[CH:20][N:19]=[CH:18]1)([N:17]1[CH:21]=[CH:20][N:19]=[CH:18]1)=O.C[C:23](C)=[O:24], predict the reaction product. The product is: [CH3:1][C:2]1[NH:8][C:7]([NH:9][C:23]([C:18]2[NH:17][CH:21]=[CH:20][N:19]=2)=[O:24])=[N:6][C:4](=[O:5])[CH:3]=1. (2) Given the reactants [CH2:1]=[C:2]([C:4]1[N:5]=[CH:6][C:7]([O:10][C@H:11]2[CH2:26][N:14]3[CH2:15][CH2:16][N:17](C(OC(C)(C)C)=O)[CH2:18][C@@H:13]3[CH2:12]2)=[N:8][CH:9]=1)[CH3:3], predict the reaction product. The product is: [CH2:1]=[C:2]([C:4]1[N:5]=[CH:6][C:7]([O:10][C@H:11]2[CH2:26][N:14]3[CH2:15][CH2:16][NH:17][CH2:18][C@@H:13]3[CH2:12]2)=[N:8][CH:9]=1)[CH3:3]. (3) Given the reactants [CH3:1][O:2][C:3]1[C:8]([O:9][CH3:10])=[CH:7][C:6](B2OC(C)(C)C(C)(C)O2)=[CH:5][N:4]=1.Br[C:21]1[CH:30]=[C:29]([CH3:31])[C:24]([C:25]([O:27][CH3:28])=[O:26])=[C:23]([CH3:32])[CH:22]=1.C([O-])([O-])=O.[Cs+].[Cs+].CCOC(C)=O.O, predict the reaction product. The product is: [CH3:10][O:9][C:8]1[CH:7]=[C:6]([C:21]2[CH:30]=[C:29]([CH3:31])[C:24]([C:25]([O:27][CH3:28])=[O:26])=[C:23]([CH3:32])[CH:22]=2)[CH:5]=[N:4][C:3]=1[O:2][CH3:1]. (4) Given the reactants [F:1][C:2]1[CH:3]=[C:4]([NH2:24])[CH:5]=[CH:6][C:7]=1[O:8][C:9]1[CH:14]=[CH:13][N:12]=[C:11]2[NH:15][C:16]([C:18]3[CH:23]=[CH:22][CH:21]=[CH:20][CH:19]=3)=[CH:17][C:10]=12.[CH3:25][N:26]1[C:30]([CH3:31])=[C:29]([C:32](O)=[O:33])[C:28](=[O:35])[N:27]1[C:36]1[CH:41]=[CH:40][CH:39]=[CH:38][CH:37]=1.CN(C(ON1N=NC2C=CC=NC1=2)=[N+](C)C)C.F[P-](F)(F)(F)(F)F.C(N(CC)CC)C, predict the reaction product. The product is: [F:1][C:2]1[CH:3]=[C:4]([NH:24][C:32]([C:29]2[C:28](=[O:35])[N:27]([C:36]3[CH:37]=[CH:38][CH:39]=[CH:40][CH:41]=3)[N:26]([CH3:25])[C:30]=2[CH3:31])=[O:33])[CH:5]=[CH:6][C:7]=1[O:8][C:9]1[CH:14]=[CH:13][N:12]=[C:11]2[NH:15][C:16]([C:18]3[CH:23]=[CH:22][CH:21]=[CH:20][CH:19]=3)=[CH:17][C:10]=12. (5) The product is: [CH3:20][CH:19]([CH3:21])[C:18]([NH:17][C:13]1[CH:14]=[CH:15][CH:16]=[C:11]([CH:8]2[CH2:9][CH2:10][N:5]([CH2:4][CH2:3][C@H:2]([O:1][C:37]3[C:38]4[C:33](=[CH:32][CH:31]=[CH:30][CH:29]=4)[CH:34]=[CH:35][CH:36]=3)[C:23]3[CH:24]=[CH:25][CH:26]=[CH:27][CH:28]=3)[CH2:6][CH2:7]2)[CH:12]=1)=[O:22]. Given the reactants [OH:1][C@@H:2]([C:23]1[CH:28]=[CH:27][CH:26]=[CH:25][CH:24]=1)[CH2:3][CH2:4][N:5]1[CH2:10][CH2:9][CH:8]([C:11]2[CH:12]=[C:13]([NH:17][C:18](=[O:22])[CH:19]([CH3:21])[CH3:20])[CH:14]=[CH:15][CH:16]=2)[CH2:7][CH2:6]1.[C:29]1(O)[C:38]2[C:33](=[CH:34][CH:35]=[CH:36][CH:37]=2)[CH:32]=[CH:31][CH:30]=1.C1(P(C2C=CC=CC=2)C2C=CC=CC=2)C=CC=CC=1.N(C(OCC)=O)=NC(OCC)=O.N, predict the reaction product.